From a dataset of Retrosynthesis with 50K atom-mapped reactions and 10 reaction types from USPTO. Predict the reactants needed to synthesize the given product. (1) Given the product C=CC(=O)OCCCCCCOc1ccc(C(=O)Oc2ccc(C(=O)O[C@@H]3COC4C3OC[C@@H]4O)cc2)cc1, predict the reactants needed to synthesize it. The reactants are: C=CC(=O)OCCCCCCOc1ccc(C(=O)Oc2ccc(C(=O)O[C@@H]3COC4C3OC[C@@H]4OC3CCCCO3)cc2)cc1. (2) Given the product CC(C)(C)OC(=O)C1CC(N2CCC3(CC2)COc2cc(OCc4c(Cl)cccc4Cl)ccc23)C1, predict the reactants needed to synthesize it. The reactants are: CC(C)(C)OC(=O)C1CC(=O)C1.Clc1cccc(Cl)c1COc1ccc2c(c1)OCC21CCNCC1.